Task: Predict the reactants needed to synthesize the given product.. Dataset: Full USPTO retrosynthesis dataset with 1.9M reactions from patents (1976-2016) (1) Given the product [NH2:13][C:3]1[CH:4]=[CH:5][C:6]([NH:8][C:9](=[O:12])[O:10][CH3:11])=[N:7][C:2]=1[Br:1], predict the reactants needed to synthesize it. The reactants are: [Br:1][C:2]1[N:7]=[C:6]([NH:8][C:9](=[O:12])[O:10][CH3:11])[CH:5]=[CH:4][C:3]=1[N+:13]([O-])=O.[BH4-].[Na+]. (2) Given the product [Cl:1][C:2]1[C:7]([N:8]2[CH2:9][CH2:10][CH:11]([C:14]3[CH:19]=[C:18]([F:20])[C:17]([F:21])=[CH:16][C:15]=3[O:22][CH:23]([F:25])[F:24])[CH2:12][CH2:13]2)=[CH:6][N:5]=[N:4][C:3]=1[NH:26][NH:27][C:38](=[O:39])[CH2:37][CH:34]1[CH2:36][CH2:35]1, predict the reactants needed to synthesize it. The reactants are: [Cl:1][C:2]1[C:7]([N:8]2[CH2:13][CH2:12][CH:11]([C:14]3[CH:19]=[C:18]([F:20])[C:17]([F:21])=[CH:16][C:15]=3[O:22][CH:23]([F:25])[F:24])[CH2:10][CH2:9]2)=[CH:6][N:5]=[N:4][C:3]=1[NH:26][NH2:27].C(=O)([O-])[O-].[Na+].[Na+].[CH:34]1([CH2:37][C:38](Cl)=[O:39])[CH2:36][CH2:35]1. (3) Given the product [NH2:12][C:6]1[C:5]2[C:9](=[CH:10][C:2]([C:22]3[S:23][C:24]4[C:30]([C:31]5[CH:32]=[CH:33][C:34]([Cl:37])=[CH:35][CH:36]=5)=[C:29]([C@H:38]([O:44][C:45]([CH3:48])([CH3:47])[CH3:46])[C:39]([O:41][CH2:42][CH3:43])=[O:40])[C:28]([CH3:49])=[CH:27][C:25]=4[N:26]=3)=[CH:3][CH:4]=2)[N:8]([CH3:11])[N:7]=1, predict the reactants needed to synthesize it. The reactants are: Br[C:2]1[CH:10]=[C:9]2[C:5]([C:6]([NH2:12])=[N:7][N:8]2[CH3:11])=[CH:4][CH:3]=1.C(Cl)Cl.CC([O-])=O.[K+].Br[C:22]1[S:23][C:24]2[C:30]([C:31]3[CH:36]=[CH:35][C:34]([Cl:37])=[CH:33][CH:32]=3)=[C:29]([C@H:38]([O:44][C:45]([CH3:48])([CH3:47])[CH3:46])[C:39]([O:41][CH2:42][CH3:43])=[O:40])[C:28]([CH3:49])=[CH:27][C:25]=2[N:26]=1.C([O-])([O-])=O.[K+].[K+]. (4) Given the product [CH3:1][O:2][C:3]([C:5]1[C:10]([S:21]([C:15]2[CH:20]=[CH:19][CH:18]=[CH:17][CH:16]=2)(=[O:23])=[O:22])=[CH:9][N:8]=[C:7]([S:12][CH3:13])[N:6]=1)=[O:4], predict the reactants needed to synthesize it. The reactants are: [CH3:1][O:2][C:3]([C:5]1[C:10](Br)=[CH:9][N:8]=[C:7]([S:12][CH3:13])[N:6]=1)=[O:4].[Na+].[C:15]1([S:21]([O-:23])=[O:22])[CH:20]=[CH:19][CH:18]=[CH:17][CH:16]=1.